From a dataset of Full USPTO retrosynthesis dataset with 1.9M reactions from patents (1976-2016). Predict the reactants needed to synthesize the given product. (1) Given the product [CH2:37]([S:34]([NH:4][C:5]([CH:7]1[CH2:8][CH2:9][N:10]([C:13]2[C:23]([C:24]#[N:25])=[CH:22][C:16]([C:17]([O:19][CH2:20][CH3:21])=[O:18])=[C:15]([O:26][CH2:46][CH2:47][OH:65])[N:14]=2)[CH2:11][CH2:12]1)=[O:6])(=[O:35])=[O:36])[C:38]1[CH:43]=[CH:42][CH:41]=[CH:40][CH:39]=1, predict the reactants needed to synthesize it. The reactants are: C([N:4]([S:34]([CH2:37][C:38]1[CH:43]=[CH:42][CH:41]=[CH:40][CH:39]=1)(=[O:36])=[O:35])[C:5]([CH:7]1[CH2:12][CH2:11][N:10]([C:13]2[C:23]([C:24]#[N:25])=[CH:22][C:16]([C:17]([O:19][CH2:20][CH3:21])=[O:18])=[C:15]([O:26]S(C(F)(F)F)(=O)=O)[N:14]=2)[CH2:9][CH2:8]1)=[O:6])C=C.CC1(C)C2C(=C(P(C3C=CC=CC=3)C3C=CC=CC=3)C=CC=2)[O:65][C:47]2C(P(C3C=CC=CC=3)C3C=CC=CC=3)=CC=C[C:46]1=2.C(O)CO.CCN(C(C)C)C(C)C.C([O-])(O)=O.[Na+]. (2) Given the product [Cl:1][C:2]1[C:3]([O:12][C:13]2[CH:18]=[C:17]([O:19][CH:20]([CH2:25][O:26][CH2:27][CH3:28])[CH2:21][O:22][CH2:23][CH3:24])[CH:16]=[CH:15][C:14]=2[CH2:29][CH2:30][CH2:31][OH:32])=[N:4][CH:5]=[C:6]([C:8]([F:9])([F:11])[F:10])[CH:7]=1, predict the reactants needed to synthesize it. The reactants are: [Cl:1][C:2]1[C:3]([O:12][C:13]2[CH:18]=[C:17]([O:19][CH:20]([CH2:25][O:26][CH2:27][CH3:28])[CH2:21][O:22][CH2:23][CH3:24])[CH:16]=[CH:15][C:14]=2/[CH:29]=[CH:30]/[CH2:31][OH:32])=[N:4][CH:5]=[C:6]([C:8]([F:11])([F:10])[F:9])[CH:7]=1. (3) Given the product [NH2:7][CH2:8][C:9]([NH:12][C:13](=[O:48])[CH2:14][C:15]1[CH:20]=[CH:19][C:18]([Cl:21])=[C:17]([F:22])[C:16]=1[N:23]1[C:27]([C:28]2[CH:33]=[CH:32][C:31]([F:34])=[C:30]([Cl:35])[CH:29]=2)=[C:26]([C:36]2[O:37][C:38]([NH2:41])=[N:39][N:40]=2)[N:25]=[C:24]1[CH:42]1[CH2:43][CH2:44][CH2:45][CH2:46][CH2:47]1)([CH3:10])[CH3:11], predict the reactants needed to synthesize it. The reactants are: C(OC(=O)[NH:7][CH2:8][C:9]([NH:12][C:13](=[O:48])[CH2:14][C:15]1[CH:20]=[CH:19][C:18]([Cl:21])=[C:17]([F:22])[C:16]=1[N:23]1[C:27]([C:28]2[CH:33]=[CH:32][C:31]([F:34])=[C:30]([Cl:35])[CH:29]=2)=[C:26]([C:36]2[O:37][C:38]([NH2:41])=[N:39][N:40]=2)[N:25]=[C:24]1[CH:42]1[CH2:47][CH2:46][CH2:45][CH2:44][CH2:43]1)([CH3:11])[CH3:10])(C)(C)C.Cl. (4) Given the product [I:31][C:25]1[CH:26]=[C:27]([N+:28]([O-:30])=[O:29])[C:22]([NH:20][CH2:19][C:5]2[CH:6]=[CH:7][C:8]([O:9][CH2:10][C:11]3[CH:12]=[N:13][C:14]([O:17][CH3:18])=[CH:15][CH:16]=3)=[C:3]([O:2][CH3:1])[CH:4]=2)=[N:23][CH:24]=1, predict the reactants needed to synthesize it. The reactants are: [CH3:1][O:2][C:3]1[CH:4]=[C:5]([CH2:19][NH2:20])[CH:6]=[CH:7][C:8]=1[O:9][CH2:10][C:11]1[CH:12]=[N:13][C:14]([O:17][CH3:18])=[CH:15][CH:16]=1.Cl[C:22]1[C:27]([N+:28]([O-:30])=[O:29])=[CH:26][C:25]([I:31])=[CH:24][N:23]=1.C(N(CC)C(C)C)(C)C. (5) Given the product [C:21]([O:20][C:18]([N:15]1[CH2:16][CH2:17][C:12]2([C:11](=[O:26])[C:10]3[CH:27]=[C:6](/[CH:5]=[CH:4]/[C:3]([OH:28])=[O:2])[CH:7]=[CH:8][C:9]=3[O:25]2)[CH2:13][CH2:14]1)=[O:19])([CH3:24])([CH3:22])[CH3:23], predict the reactants needed to synthesize it. The reactants are: C[O:2][C:3](=[O:28])/[CH:4]=[CH:5]/[C:6]1[CH:7]=[CH:8][C:9]2[O:25][C:12]3([CH2:17][CH2:16][N:15]([C:18]([O:20][C:21]([CH3:24])([CH3:23])[CH3:22])=[O:19])[CH2:14][CH2:13]3)[C:11](=[O:26])[C:10]=2[CH:27]=1.[OH-].[Na+]. (6) Given the product [Cl:1][C:2]1[C:3]([O:12][C:13]2[CH:18]=[C:17]([O:19][CH:20]([CH3:21])[CH3:22])[CH:16]=[CH:15][C:14]=2/[CH:23]=[C:24](\[CH3:30])/[C:25]([OH:27])=[O:26])=[N:4][CH:5]=[C:6]([C:8]([F:10])([F:9])[F:11])[CH:7]=1, predict the reactants needed to synthesize it. The reactants are: [Cl:1][C:2]1[C:3]([O:12][C:13]2[CH:18]=[C:17]([O:19][CH:20]([CH3:22])[CH3:21])[CH:16]=[CH:15][C:14]=2/[CH:23]=[C:24](\[CH3:30])/[C:25]([O:27]CC)=[O:26])=[N:4][CH:5]=[C:6]([C:8]([F:11])([F:10])[F:9])[CH:7]=1.C(O)C.O.[OH-].[Li+].Cl. (7) Given the product [Cl:1][C:2]1[CH:7]=[CH:6][C:5]([CH3:8])=[CH:4][C:3]=1[O:9][CH:12]=[CH:11][C:10]([O:14][CH3:15])=[O:13], predict the reactants needed to synthesize it. The reactants are: [Cl:1][C:2]1[CH:7]=[CH:6][C:5]([CH3:8])=[CH:4][C:3]=1[OH:9].[C:10]([O:14][CH3:15])(=[O:13])[C:11]#[CH:12].CCCC[N+](CCCC)(CCCC)CCCC.[F-].C1COCC1.